Predict the reaction yield, written as a fraction of the theoretical maximum amount of product (1.0 means a 100% yield; for example, 0.34 means a 34% yield). From a dataset of Reaction yield outcomes from USPTO patents with 853,638 reactions. (1) The reactants are [F:1][C:2]1[CH:7]=[CH:6][C:5]([CH:8]([NH:21]C(=O)OC(C)(C)C)[CH:9]([OH:20])[C:10]2[CH:15]=[CH:14][CH:13]=[C:12]([C:16]([F:19])([F:18])[F:17])[CH:11]=2)=[CH:4][CH:3]=1.FC(F)(F)C(O)=O.C(=O)([O-])O.[Na+]. The catalyst is ClCCl. The product is [NH2:21][CH:8]([C:5]1[CH:4]=[CH:3][C:2]([F:1])=[CH:7][CH:6]=1)[CH:9]([C:10]1[CH:15]=[CH:14][CH:13]=[C:12]([C:16]([F:17])([F:18])[F:19])[CH:11]=1)[OH:20]. The yield is 1.00. (2) The reactants are C(OC([NH:8][C:9]1[CH:14]=[CH:13][N:12]=[C:11]([C:15]2[S:16][C:17]3[CH:25]=[CH:24][CH:23]=[CH:22][C:18]=3[C:19](=[O:21])[N:20]=2)[CH:10]=1)=O)(C)(C)C.C(OC(C)C)(C)C. The catalyst is FC(F)(F)C(O)=O. The product is [NH2:8][C:9]1[CH:14]=[CH:13][N:12]=[C:11]([C:15]2[S:16][C:17]3[CH:25]=[CH:24][CH:23]=[CH:22][C:18]=3[C:19](=[O:21])[N:20]=2)[CH:10]=1. The yield is 0.600. (3) The reactants are [I:1][C:2]1[CH:7]=[CH:6][N:5]=[C:4]([N:8]2[C:12]3[CH2:13][CH2:14][CH2:15][C:11]=3[C:10]([C:16]([OH:18])=O)=[N:9]2)[CH:3]=1.[Cl-].[NH4+:20]. No catalyst specified. The product is [I:1][C:2]1[CH:7]=[CH:6][N:5]=[C:4]([N:8]2[C:12]3[CH2:13][CH2:14][CH2:15][C:11]=3[C:10]([C:16]([NH2:20])=[O:18])=[N:9]2)[CH:3]=1. The yield is 0.280. (4) The catalyst is CS(C)=O. The product is [NH2:36][C:4]1[C:5]([F:30])=[C:6]([CH:28]=[CH:29][C:3]=1[C:1]#[N:2])[C:7]([NH:9][C:10]1[C:15]([CH3:16])=[CH:14][C:13]([C:17]([F:26])([C:22]([F:25])([F:24])[F:23])[C:18]([F:19])([F:21])[F:20])=[CH:12][C:11]=1[CH3:27])=[O:8]. The yield is 0.420. The reactants are [C:1]([C:3]1[CH:29]=[CH:28][C:6]([C:7]([NH:9][C:10]2[C:15]([CH3:16])=[CH:14][C:13]([C:17]([F:26])([C:22]([F:25])([F:24])[F:23])[C:18]([F:21])([F:20])[F:19])=[CH:12][C:11]=2[CH3:27])=[O:8])=[C:5]([F:30])[C:4]=1F)#[N:2].C(=O)([O-])[O-].[NH4+:36].[NH4+]. (5) The reactants are I[CH2:2][C:3]1([C:16]([O:18][CH2:19][CH3:20])=[O:17])[CH2:8][CH2:7][CH2:6][N:5]([C:9]([O:11][C:12]([CH3:15])([CH3:14])[CH3:13])=[O:10])[CH2:4]1.[CH3:21][O:22][C:23]1[CH:28]=[CH:27][C:26]([CH2:29][NH2:30])=[CH:25][CH:24]=1.C(=O)([O-])[O-].[Cs+].[Cs+]. The catalyst is C1COCC1. The product is [CH3:21][O:22][C:23]1[CH:28]=[CH:27][C:26]([CH2:29][NH:30][CH2:2][C:3]2([C:16]([O:18][CH2:19][CH3:20])=[O:17])[CH2:8][CH2:7][CH2:6][N:5]([C:9]([O:11][C:12]([CH3:15])([CH3:14])[CH3:13])=[O:10])[CH2:4]2)=[CH:25][CH:24]=1. The yield is 0.200.